This data is from Full USPTO retrosynthesis dataset with 1.9M reactions from patents (1976-2016). The task is: Predict the reactants needed to synthesize the given product. Given the product [F:56][C:2]1([F:1])[CH2:7][CH2:6][CH:5]([C:8]2[C:17]3[CH:16]([O:18][CH2:19][C:20]4[CH:21]=[CH:22][C:23]([O:26][CH3:27])=[CH:24][CH:25]=4)[CH2:15][C:14]([CH3:28])([CH3:29])[CH2:13][C:12]=3[N:11]=[C:10]([CH:30]3[CH2:31][CH2:32][N:33]([C:36]4[N:41]=[CH:40][C:39]([CH:42]([OH:43])[CH2:57][CH:58]([CH3:60])[CH3:59])=[CH:38][N:37]=4)[CH2:34][CH2:35]3)[C:9]=2[CH:44]([F:55])[C:45]2[CH:46]=[CH:47][C:48]([C:51]([F:53])([F:52])[F:54])=[CH:49][CH:50]=2)[CH2:4][CH2:3]1, predict the reactants needed to synthesize it. The reactants are: [F:1][C:2]1([F:56])[CH2:7][CH2:6][CH:5]([C:8]2[C:17]3[CH:16]([O:18][CH2:19][C:20]4[CH:25]=[CH:24][C:23]([O:26][CH3:27])=[CH:22][CH:21]=4)[CH2:15][C:14]([CH3:29])([CH3:28])[CH2:13][C:12]=3[N:11]=[C:10]([CH:30]3[CH2:35][CH2:34][N:33]([C:36]4[N:41]=[CH:40][C:39]([CH:42]=[O:43])=[CH:38][N:37]=4)[CH2:32][CH2:31]3)[C:9]=2[CH:44]([F:55])[C:45]2[CH:50]=[CH:49][C:48]([C:51]([F:54])([F:53])[F:52])=[CH:47][CH:46]=2)[CH2:4][CH2:3]1.[CH2:57]([Mg]Br)[CH:58]([CH3:60])[CH3:59].O1CCCC1.[Cl-].[NH4+].